This data is from NCI-60 drug combinations with 297,098 pairs across 59 cell lines. The task is: Regression. Given two drug SMILES strings and cell line genomic features, predict the synergy score measuring deviation from expected non-interaction effect. (1) Drug 1: CN(C)C1=NC(=NC(=N1)N(C)C)N(C)C. Drug 2: C1=CC=C(C=C1)NC(=O)CCCCCCC(=O)NO. Cell line: KM12. Synergy scores: CSS=47.2, Synergy_ZIP=17.7, Synergy_Bliss=17.1, Synergy_Loewe=21.4, Synergy_HSA=21.5. (2) Drug 1: CN(C)C1=NC(=NC(=N1)N(C)C)N(C)C. Drug 2: C1C(C(OC1N2C=NC3=C(N=C(N=C32)Cl)N)CO)O. Cell line: NCI-H322M. Synergy scores: CSS=-9.38, Synergy_ZIP=1.99, Synergy_Bliss=-6.82, Synergy_Loewe=-8.24, Synergy_HSA=-9.60. (3) Drug 1: C(CN)CNCCSP(=O)(O)O. Drug 2: CC12CCC3C(C1CCC2OP(=O)(O)O)CCC4=C3C=CC(=C4)OC(=O)N(CCCl)CCCl.[Na+]. Cell line: OVCAR-4. Synergy scores: CSS=-1.72, Synergy_ZIP=0.628, Synergy_Bliss=-0.580, Synergy_Loewe=-4.41, Synergy_HSA=-3.34. (4) Drug 1: C1=C(C(=O)NC(=O)N1)F. Drug 2: CC1=CC=C(C=C1)C2=CC(=NN2C3=CC=C(C=C3)S(=O)(=O)N)C(F)(F)F. Cell line: HS 578T. Synergy scores: CSS=30.2, Synergy_ZIP=-11.0, Synergy_Bliss=-4.47, Synergy_Loewe=-8.39, Synergy_HSA=-5.73. (5) Drug 1: C1CN1P(=S)(N2CC2)N3CC3. Drug 2: C(CN)CNCCSP(=O)(O)O. Cell line: PC-3. Synergy scores: CSS=24.0, Synergy_ZIP=-4.90, Synergy_Bliss=0.0546, Synergy_Loewe=-12.8, Synergy_HSA=1.50. (6) Drug 1: CC1=C(C(CCC1)(C)C)C=CC(=CC=CC(=CC(=O)O)C)C. Drug 2: C(CC(=O)O)C(=O)CN.Cl. Cell line: RPMI-8226. Synergy scores: CSS=55.8, Synergy_ZIP=-5.91, Synergy_Bliss=-5.37, Synergy_Loewe=-17.8, Synergy_HSA=0.734. (7) Drug 1: CCCS(=O)(=O)NC1=C(C(=C(C=C1)F)C(=O)C2=CNC3=C2C=C(C=N3)C4=CC=C(C=C4)Cl)F. Drug 2: CC1=C(N=C(N=C1N)C(CC(=O)N)NCC(C(=O)N)N)C(=O)NC(C(C2=CN=CN2)OC3C(C(C(C(O3)CO)O)O)OC4C(C(C(C(O4)CO)O)OC(=O)N)O)C(=O)NC(C)C(C(C)C(=O)NC(C(C)O)C(=O)NCCC5=NC(=CS5)C6=NC(=CS6)C(=O)NCCC[S+](C)C)O. Cell line: RXF 393. Synergy scores: CSS=5.77, Synergy_ZIP=-3.58, Synergy_Bliss=-1.57, Synergy_Loewe=-0.390, Synergy_HSA=-0.0670. (8) Synergy scores: CSS=30.9, Synergy_ZIP=-6.84, Synergy_Bliss=-0.141, Synergy_Loewe=-18.1, Synergy_HSA=0.392. Drug 1: C1=CC(=C2C(=C1NCCNCCO)C(=O)C3=C(C=CC(=C3C2=O)O)O)NCCNCCO. Cell line: OVCAR-4. Drug 2: CNC(=O)C1=NC=CC(=C1)OC2=CC=C(C=C2)NC(=O)NC3=CC(=C(C=C3)Cl)C(F)(F)F.